Dataset: Forward reaction prediction with 1.9M reactions from USPTO patents (1976-2016). Task: Predict the product of the given reaction. (1) Given the reactants [CH3:1][C:2]1[O:3][C:4]([CH2:17]O)=[C:5]([C:7]2[CH:16]=[CH:15][C:14]3[CH2:13][CH2:12][CH2:11][CH2:10][C:9]=3[CH:8]=2)[N:6]=1.S(Cl)(Cl)=[O:20].C([O:26][CH2:27][CH2:28][Cl:29])(=O)C.[H-].[Na+], predict the reaction product. The product is: [Cl:29][CH:28]([CH2:17][C:4]1[O:3][C:2]([CH3:1])=[N:6][C:5]=1[C:7]1[CH:16]=[CH:15][C:14]2[CH2:13][CH2:12][CH2:11][CH2:10][C:9]=2[CH:8]=1)[C:27]([OH:20])=[O:26]. (2) Given the reactants [CH3:1][C:2]1[N:3]=[C:4]([CH:7]([NH:27][C:28](=[O:34])[O:29][C:30]([CH3:33])([CH3:32])[CH3:31])[CH2:8][C:9]2[CH:17]=[C:16]([CH3:18])[C:15]3[C:11](=[CH:12][N:13]([CH2:19][O:20][CH2:21][CH2:22][Si:23]([CH3:26])([CH3:25])[CH3:24])[N:14]=3)[CH:10]=2)[NH:5][CH:6]=1.[F:35][C:36]1[CH:37]=[C:38]([CH:41]=[CH:42][CH:43]=1)[CH2:39]Br.C(=O)([O-])[O-].[K+].[K+], predict the reaction product. The product is: [F:35][C:36]1[CH:37]=[C:38]([CH:41]=[CH:42][CH:43]=1)[CH2:39][N:5]1[CH:6]=[C:2]([CH3:1])[N:3]=[C:4]1[CH:7]([NH:27][C:28](=[O:34])[O:29][C:30]([CH3:31])([CH3:33])[CH3:32])[CH2:8][C:9]1[CH:17]=[C:16]([CH3:18])[C:15]2[C:11](=[CH:12][N:13]([CH2:19][O:20][CH2:21][CH2:22][Si:23]([CH3:24])([CH3:25])[CH3:26])[N:14]=2)[CH:10]=1.